Dataset: Full USPTO retrosynthesis dataset with 1.9M reactions from patents (1976-2016). Task: Predict the reactants needed to synthesize the given product. (1) Given the product [F:26][C:2]([F:1])([F:27])[C:3]1[CH:8]=[CH:7][CH:6]=[CH:5][C:4]=1[C:9]([NH:11][C:12]1[CH:13]=[C:14]([C:21]([OH:23])=[O:22])[C:15]2[O:19][CH2:18][CH2:17][C:16]=2[CH:20]=1)=[O:10], predict the reactants needed to synthesize it. The reactants are: [F:1][C:2]([F:27])([F:26])[C:3]1[CH:8]=[CH:7][CH:6]=[CH:5][C:4]=1[C:9]([NH:11][C:12]1[CH:13]=[C:14]([C:21]([O:23]CC)=[O:22])[C:15]2[O:19][CH2:18][CH2:17][C:16]=2[CH:20]=1)=[O:10]. (2) Given the product [NH2:1][C@H:4]1[C@@H:9]([CH3:10])[CH2:8][N:7]([C:11]2[CH:16]=[CH:15][N:14]=[CH:13][C:12]=2[N:17]([C:25]([O:27][C:28]([CH3:30])([CH3:29])[CH3:31])=[O:26])[C:18]([O:20][C:21]([CH3:22])([CH3:23])[CH3:24])=[O:19])[CH2:6][C@H:5]1[NH:32][C:33]([O:35][C:36]([CH3:37])([CH3:39])[CH3:38])=[O:34], predict the reactants needed to synthesize it. The reactants are: [N:1]([C@H:4]1[C@@H:9]([CH3:10])[CH2:8][N:7]([C:11]2[CH:16]=[CH:15][N:14]=[CH:13][C:12]=2[N:17]([C:25]([O:27][C:28]([CH3:31])([CH3:30])[CH3:29])=[O:26])[C:18]([O:20][C:21]([CH3:24])([CH3:23])[CH3:22])=[O:19])[CH2:6][C@H:5]1[NH:32][C:33]([O:35][C:36]([CH3:39])([CH3:38])[CH3:37])=[O:34])=[N+]=[N-].O.CP(C)C. (3) Given the product [O:33]1[C:29]([C:2]2[CH:3]=[C:4]([N:12]3[CH2:17][CH2:16][N:15]([C:18](=[O:20])[CH3:19])[CH2:14][CH2:13]3)[CH:5]=[C:6]([C:8]([F:11])([F:10])[F:9])[CH:7]=2)=[CH:30][N:31]=[CH:32]1, predict the reactants needed to synthesize it. The reactants are: Br[C:2]1[CH:3]=[C:4]([N:12]2[CH2:17][CH2:16][N:15]([C:18](=[O:20])[CH3:19])[CH2:14][CH2:13]2)[CH:5]=[C:6]([C:8]([F:11])([F:10])[F:9])[CH:7]=1.CC1(C)C(C)(C)OB([C:29]2[O:33][C:32]([Si](C(C)C)(C(C)C)C(C)C)=[N:31][CH:30]=2)O1.C(=O)([O-])[O-].[K+].[K+].O1CCOCC1. (4) Given the product [CH2:1]([N:4]1[C:12]2[C:7](=[CH:8][CH:9]=[CH:10][CH:11]=2)[C:6](=[O:13])[C:5]1=[O:14])[CH:2]([CH3:16])[CH3:3], predict the reactants needed to synthesize it. The reactants are: [CH2:1]([N:4]1[C:12]2[C:7](=[CH:8][CH:9]=[CH:10][CH:11]=2)[C:6](=[O:13])[C:5]1=[O:14])[CH2:2][CH3:3].N1C2C(=CC=CC=2)C(=O)[C:16]1=O.BrCC(C)C. (5) Given the product [CH3:1][O:2][C:3]1[CH:11]=[CH:10][C:6]([C:7]([NH:9][C:13]2[CH:18]=[CH:17][C:16]([N+:19]([O-:21])=[O:20])=[CH:15][CH:14]=2)=[O:8])=[CH:5][CH:4]=1, predict the reactants needed to synthesize it. The reactants are: [CH3:1][O:2][C:3]1[CH:11]=[CH:10][C:6]([C:7]([NH2:9])=[O:8])=[CH:5][CH:4]=1.Br[C:13]1[CH:18]=[CH:17][C:16]([N+:19]([O-:21])=[O:20])=[CH:15][CH:14]=1.C([O-])([O-])=O.[Cs+].[Cs+]. (6) Given the product [CH3:41][C:21]1[C:25]([C:35]([O:38][CH2:44][CH3:45])=[O:36])=[N:24][O:34][C:22]=1[C:9]1[CH2:18][CH2:17][C:12]2([O:13][CH2:14][CH2:15][O:16]2)[CH2:11][CH:10]=1, predict the reactants needed to synthesize it. The reactants are: CC1(C)C(C)(C)OB([C:9]2[CH2:18][CH2:17][C:12]3([O:16][CH2:15][CH2:14][O:13]3)[CH2:11][CH:10]=2)O1.N[C:21]1[C:22](=[O:34])N(C2CCCCC2)[N:24](C)[C:25]=1C.[C:35]([O-:38])([O-])=[O:36].[K+].[K+].[CH2:41](Cl)Cl.[C:44](#N)[CH3:45]. (7) Given the product [CH2:34]([O:33][C:31](=[O:32])[CH2:30][NH:27][C:28]([NH:1][C:2]1[CH:3]=[CH:4][C:5]([CH3:26])=[C:6]([C:8](=[O:9])[C:10]2[CH:15]=[CH:14][C:13]([NH:16][C:17]3[CH:22]=[CH:21][C:20]([F:23])=[CH:19][C:18]=3[F:24])=[CH:12][C:11]=2[Cl:25])[CH:7]=1)=[O:29])[CH3:35], predict the reactants needed to synthesize it. The reactants are: [NH2:1][C:2]1[CH:3]=[CH:4][C:5]([CH3:26])=[C:6]([C:8]([C:10]2[CH:15]=[CH:14][C:13]([NH:16][C:17]3[CH:22]=[CH:21][C:20]([F:23])=[CH:19][C:18]=3[F:24])=[CH:12][C:11]=2[Cl:25])=[O:9])[CH:7]=1.[N:27]([CH2:30][C:31]([O:33][CH2:34][CH3:35])=[O:32])=[C:28]=[O:29].